The task is: Regression. Given two drug SMILES strings and cell line genomic features, predict the synergy score measuring deviation from expected non-interaction effect.. This data is from NCI-60 drug combinations with 297,098 pairs across 59 cell lines. (1) Drug 1: CS(=O)(=O)C1=CC(=C(C=C1)C(=O)NC2=CC(=C(C=C2)Cl)C3=CC=CC=N3)Cl. Drug 2: CC1C(C(CC(O1)OC2CC(CC3=C2C(=C4C(=C3O)C(=O)C5=C(C4=O)C(=CC=C5)OC)O)(C(=O)CO)O)N)O.Cl. Cell line: IGROV1. Synergy scores: CSS=41.2, Synergy_ZIP=5.94, Synergy_Bliss=2.42, Synergy_Loewe=-19.7, Synergy_HSA=2.57. (2) Drug 2: CC(C)NC(=O)C1=CC=C(C=C1)CNNC.Cl. Synergy scores: CSS=2.94, Synergy_ZIP=-1.59, Synergy_Bliss=2.36, Synergy_Loewe=-0.762, Synergy_HSA=-0.732. Cell line: PC-3. Drug 1: C1CC(=O)NC(=O)C1N2CC3=C(C2=O)C=CC=C3N. (3) Drug 2: C1C(C(OC1N2C=NC(=NC2=O)N)CO)O. Drug 1: CS(=O)(=O)CCNCC1=CC=C(O1)C2=CC3=C(C=C2)N=CN=C3NC4=CC(=C(C=C4)OCC5=CC(=CC=C5)F)Cl. Synergy scores: CSS=4.34, Synergy_ZIP=-1.67, Synergy_Bliss=2.86, Synergy_Loewe=0.742, Synergy_HSA=3.03. Cell line: NCIH23.